This data is from Experimentally validated miRNA-target interactions with 360,000+ pairs, plus equal number of negative samples. The task is: Binary Classification. Given a miRNA mature sequence and a target amino acid sequence, predict their likelihood of interaction. (1) The miRNA is hsa-miR-339-5p with sequence UCCCUGUCCUCCAGGAGCUCACG. The protein sequence of the target gene is MEIPIQVAVRIFPHRELKDLLRSFGPTEPKKDAQAVDEGADSKDSEAQVPAAEKDNPSISETDPNGNAEQDSAADSKTIPDANGNDSGQKDYPDSAYCVQAIPISASALGLPSALPGGDPMDSIAAGLIQVGPHTVPVTHALPSSSSQEQVYHQTVFPLITLFLEGFDASVVTYGQRGQGKSYTLYGNVQDPTLTDSTEGVVQLCVRDIFSHISLHPERTYAINVGFVEICGGDVCDLLGMGNIHCTNVDAVFHWLQVGLSARQSLPAHTLFTLTLEQQWVSKEGLLQHRLSTASFSDLC.... Result: 0 (no interaction). (2) The miRNA is mmu-miR-15a-5p with sequence UAGCAGCACAUAAUGGUUUGUG. The protein sequence of the target gene is MNPMNPMKPALPPAPHGDGSFAYESVPWQQSATQPAGSLSVVTTVWGVGNATQSQVLGNPMGPAGSPPGGSMMPGVAGGSSALTSPQCLGQQAFAEGGASKSYVQQGVYGRGSYPGGSSFTTGYAGGPAGLGLPTHAARPSTDFTQAAAAAAMAAAAATATATATATVAALQEKQSQELSQYGAMGTGQSFNSQFLQHGGPRGPSVPPGMNPSGMGGMMGPSGLSSMAMTPTRAAGMTPLYAGQRLPQHGYPGPPQGQPLPRQGIKRAYSEVYPGQQYLQGGQYAANTAQYAPGPGQPPG.... Result: 1 (interaction). (3) The protein sequence of the target gene is MPWDTRPGRSANGGPEGPGAARLRVQKQCRKSSFAFYLAVRDQLPVWLLEDIRASEAFHCDERGRAAAYSPSEALLYALVHDHQAYAHYLLATFPRCALAPPSAGFRCCTAPGPHVALAVRYNRVGILRRILRTVQDFPVEERVRLLDRRGCSRVEGGGTSLHVACELARPECLFLLLGHGASPGLRDGSGFTPLELLLRQLNQDASSAPTKAEAASATVNAATANTTSSEEVCQRRLLLLDLLVLYTPGGVVGPARCELLGDQLRWQRLLGEDKFQWLAGLAPPSLFVRAMQVLVTTIS.... Result: 0 (no interaction). The miRNA is mmu-miR-297c-3p with sequence UAUACAUACACACAUACCCAUA.